Dataset: NCI-60 drug combinations with 297,098 pairs across 59 cell lines. Task: Regression. Given two drug SMILES strings and cell line genomic features, predict the synergy score measuring deviation from expected non-interaction effect. (1) Drug 1: C1=C(C(=O)NC(=O)N1)N(CCCl)CCCl. Drug 2: COC1=C2C(=CC3=C1OC=C3)C=CC(=O)O2. Cell line: T-47D. Synergy scores: CSS=19.7, Synergy_ZIP=-7.88, Synergy_Bliss=1.27, Synergy_Loewe=-2.39, Synergy_HSA=2.10. (2) Drug 1: CC1C(C(CC(O1)OC2CC(OC(C2O)C)OC3=CC4=CC5=C(C(=O)C(C(C5)C(C(=O)C(C(C)O)O)OC)OC6CC(C(C(O6)C)O)OC7CC(C(C(O7)C)O)OC8CC(C(C(O8)C)O)(C)O)C(=C4C(=C3C)O)O)O)O. Drug 2: CC(C)(C#N)C1=CC(=CC(=C1)CN2C=NC=N2)C(C)(C)C#N. Cell line: SK-MEL-2. Synergy scores: CSS=52.1, Synergy_ZIP=3.39, Synergy_Bliss=-1.78, Synergy_Loewe=-7.46, Synergy_HSA=-7.27. (3) Drug 1: C1=CC(=CC=C1CC(C(=O)O)N)N(CCCl)CCCl.Cl. Drug 2: CC1C(C(CC(O1)OC2CC(OC(C2O)C)OC3=CC4=CC5=C(C(=O)C(C(C5)C(C(=O)C(C(C)O)O)OC)OC6CC(C(C(O6)C)O)OC7CC(C(C(O7)C)O)OC8CC(C(C(O8)C)O)(C)O)C(=C4C(=C3C)O)O)O)O. Cell line: SNB-19. Synergy scores: CSS=7.34, Synergy_ZIP=-3.17, Synergy_Bliss=-2.06, Synergy_Loewe=-6.96, Synergy_HSA=-5.73. (4) Drug 1: C1CN1P(=S)(N2CC2)N3CC3. Drug 2: C1=NC2=C(N=C(N=C2N1C3C(C(C(O3)CO)O)F)Cl)N. Cell line: UACC62. Synergy scores: CSS=2.03, Synergy_ZIP=-0.803, Synergy_Bliss=-0.262, Synergy_Loewe=0.223, Synergy_HSA=-0.625. (5) Drug 1: C1CCC(C1)C(CC#N)N2C=C(C=N2)C3=C4C=CNC4=NC=N3. Drug 2: CC(C1=C(C=CC(=C1Cl)F)Cl)OC2=C(N=CC(=C2)C3=CN(N=C3)C4CCNCC4)N. Cell line: NCI-H460. Synergy scores: CSS=5.64, Synergy_ZIP=-1.46, Synergy_Bliss=1.18, Synergy_Loewe=-2.42, Synergy_HSA=0.478.